Dataset: Reaction yield outcomes from USPTO patents with 853,638 reactions. Task: Predict the reaction yield, written as a fraction of the theoretical maximum amount of product (1.0 means a 100% yield; for example, 0.34 means a 34% yield). The reactants are [CH3:1][S:2][C:3]1[N:4]=[CH:5][C:6]2[C:12](=[O:13])[CH2:11][CH:10]([C:14](O)=[O:15])[N:9]([C:17]3([CH2:22][O:23][Si:24]([CH:31]([CH3:33])[CH3:32])([CH:28]([CH3:30])[CH3:29])[CH:25]([CH3:27])[CH3:26])[CH2:21][CH2:20][CH2:19][CH2:18]3)[C:7]=2[N:8]=1.[CH3:34][O:35][C:36]1[CH:41]=[C:40]([O:42][CH3:43])[CH:39]=[CH:38][C:37]=1[CH2:44][NH2:45].F[P-](F)(F)(F)(F)F.C[N+](C)=C(N(C)C)ON1C2N=CC=CC=2N=N1.C(N(CC)C(C)C)(C)C. The catalyst is CN(C)C=O.O. The product is [CH3:34][O:35][C:36]1[CH:41]=[C:40]([O:42][CH3:43])[CH:39]=[CH:38][C:37]=1[CH2:44][NH:45][C:14]([CH:10]1[N:9]([C:17]2([CH2:22][O:23][Si:24]([CH:25]([CH3:27])[CH3:26])([CH:28]([CH3:30])[CH3:29])[CH:31]([CH3:32])[CH3:33])[CH2:21][CH2:20][CH2:19][CH2:18]2)[C:7]2[N:8]=[C:3]([S:2][CH3:1])[N:4]=[CH:5][C:6]=2[C:12](=[O:13])[CH2:11]1)=[O:15]. The yield is 0.880.